Dataset: Reaction yield outcomes from USPTO patents with 853,638 reactions. Task: Predict the reaction yield, written as a fraction of the theoretical maximum amount of product (1.0 means a 100% yield; for example, 0.34 means a 34% yield). (1) The yield is 0.950. The product is [CH3:8][C:5]1[CH:6]=[CH:7][C:2]([C:13]([CH3:17])=[CH2:12])=[C:3]([N+:9]([O-:11])=[O:10])[CH:4]=1. The reactants are Cl[C:2]1[CH:7]=[CH:6][C:5]([CH3:8])=[CH:4][C:3]=1[N+:9]([O-:11])=[O:10].[CH3:12][C:13]1(C)[C:17](C)(C)OB(C(C)=C)O1.C(=O)([O-])[O-].[Na+].[Na+]. The catalyst is O.O1CCOCC1.Cl[Pd](Cl)([P](C1C=CC=CC=1)(C1C=CC=CC=1)C1C=CC=CC=1)[P](C1C=CC=CC=1)(C1C=CC=CC=1)C1C=CC=CC=1. (2) The reactants are [CH:1]1([C:4]2[N:9]=[CH:8][C:7]([OH:10])=[CH:6][N:5]=2)[CH2:3][CH2:2]1.F[C:12]1[CH:19]=[CH:18][C:15]([CH:16]=[O:17])=[CH:14][CH:13]=1.C(=O)([O-])[O-].[K+].[K+]. The catalyst is CN(C=O)C.O. The product is [CH:1]1([C:4]2[N:9]=[CH:8][C:7]([O:10][C:12]3[CH:19]=[CH:18][C:15]([CH:16]=[O:17])=[CH:14][CH:13]=3)=[CH:6][N:5]=2)[CH2:3][CH2:2]1. The yield is 0.990. (3) The reactants are [F:1][C:2]1[CH:13]=[CH:12][C:11]([CH3:14])=[CH:10][C:3]=1[O:4][CH2:5][CH2:6][C:7]([OH:9])=O. The catalyst is O. The product is [F:1][C:2]1[C:3]2[O:4][CH2:5][CH2:6][C:7](=[O:9])[C:10]=2[C:11]([CH3:14])=[CH:12][CH:13]=1. The yield is 0.730. (4) The product is [CH3:1][C:2]1[N:7]=[C:6]2[S:8][C:9]3[CH2:13][CH2:12][CH2:11][C:10]=3[C:5]2=[C:4]([C:14]2[S:15][CH:16]=[CH:17][CH:18]=2)[C:3]=1[CH:19]([CH2:24][CH2:25][CH3:26])[C:20]([OH:22])=[O:21]. The catalyst is CO. The yield is 0.720. The reactants are [CH3:1][C:2]1[N:7]=[C:6]2[S:8][C:9]3[CH2:13][CH2:12][CH2:11][C:10]=3[C:5]2=[C:4]([C:14]2[S:15][CH:16]=[CH:17][CH:18]=2)[C:3]=1[CH:19]([CH2:24][CH2:25][CH3:26])[C:20]([O:22]C)=[O:21].[OH-].[Na+].Cl. (5) The reactants are [C:1]([O:5][C:6](=[O:20])[C:7]([CH3:19])([S:9][C:10]1[CH:18]=[CH:17][C:13]([C:14]([OH:16])=[O:15])=[CH:12][CH:11]=1)[CH3:8])([CH3:4])([CH3:3])[CH3:2].O[CH2:22][C:23]1[N:27]([CH2:28][CH2:29][CH3:30])[C:26](=[O:31])[N:25]([CH2:32][C:33]2[CH:38]=[CH:37][C:36]([S:39][C:40]([F:43])([F:42])[F:41])=[CH:35][CH:34]=2)[N:24]=1.C1(N=C=NC2CCCCC2)CCCCC1. The catalyst is CN(C)C1C=CN=CC=1.ClCCl. The product is [C:1]([O:5][C:6](=[O:20])[C:7]([CH3:8])([S:9][C:10]1[CH:11]=[CH:12][C:13]([C:14]([O:16][CH2:22][C:23]2[N:27]([CH2:28][CH2:29][CH3:30])[C:26](=[O:31])[N:25]([CH2:32][C:33]3[CH:38]=[CH:37][C:36]([S:39][C:40]([F:41])([F:42])[F:43])=[CH:35][CH:34]=3)[N:24]=2)=[O:15])=[CH:17][CH:18]=1)[CH3:19])([CH3:2])([CH3:3])[CH3:4]. The yield is 0.420. (6) The catalyst is C(Cl)Cl. The product is [C:9]([O:13][C:14](/[C:16](=[CH:32]\[C:31]1[CH:34]=[CH:35][C:28]([Cl:27])=[C:29]([F:36])[CH:30]=1)/[C:17]([O:19][CH3:20])=[O:18])=[O:15])([CH3:10])([CH3:11])[CH3:12]. The reactants are CN(C)C(N(C)C)=N.[C:9]([O:13][C:14]([CH:16](P(OC)(OC)=O)[C:17]([O:19][CH3:20])=[O:18])=[O:15])([CH3:12])([CH3:11])[CH3:10].[Cl:27][C:28]1[CH:35]=[CH:34][C:31]([CH:32]=O)=[CH:30][C:29]=1[F:36].O. The yield is 0.678. (7) The yield is 0.770. The reactants are [Cl:1][C:2]1[CH:36]=[CH:35][CH:34]=[CH:33][C:3]=1[O:4][C:5]1[CH2:9][N:8]([CH:10]([CH2:27][C:28]([F:31])([F:30])[F:29])[C:11]([NH:13][C:14]2[CH:18]=[CH:17][N:16]([CH2:19][C@@H:20]3[CH2:24][O:23]C(C)(C)[O:21]3)[N:15]=2)=[O:12])[C:7](=[O:32])[CH:6]=1.O.C1(C)C=CC(S(O)(=O)=O)=CC=1. The product is [Cl:1][C:2]1[CH:36]=[CH:35][CH:34]=[CH:33][C:3]=1[O:4][C:5]1[CH2:9][N:8]([CH:10]([CH2:27][C:28]([F:31])([F:29])[F:30])[C:11]([NH:13][C:14]2[CH:18]=[CH:17][N:16]([CH2:19][C@@H:20]([OH:21])[CH2:24][OH:23])[N:15]=2)=[O:12])[C:7](=[O:32])[CH:6]=1. The catalyst is CO. (8) The reactants are [Br:1][C:2]1[CH:3]=[CH:4][C:5]([OH:25])=[C:6]([CH:24]=1)[C:7]([NH:9][C:10]1[S:11][C:12]([C:21](O)=[O:22])=[C:13]([C:15]2[CH:20]=[CH:19][CH:18]=[CH:17][CH:16]=2)[N:14]=1)=[O:8].CN.O.O[N:30]1[C:34]2C=CC=CC=2N=N1.CCN=C=NCCCN(C)C.Cl.Cl. The catalyst is O1CCCC1. The product is [Br:1][C:2]1[CH:3]=[CH:4][C:5]([OH:25])=[C:6]([CH:24]=1)[C:7]([NH:9][C:10]1[S:11][C:12]([C:21]([NH:30][CH3:34])=[O:22])=[C:13]([C:15]2[CH:20]=[CH:19][CH:18]=[CH:17][CH:16]=2)[N:14]=1)=[O:8]. The yield is 0.426. (9) The reactants are [C:1]([C:3]1[CH:4]=[C:5]([C:9]2[CH:10]=[CH:11][C:12]3[O:16][C:15]([C:17]4[CH:22]=[CH:21][C:20]([F:23])=[CH:19][CH:18]=4)=[C:14]([C:24]([NH:26][CH3:27])=[O:25])[C:13]=3[CH:28]=2)[CH:6]=[CH:7][CH:8]=1)#[N:2].N[C@@H:30]([C:33]1[CH:38]=[CH:37][CH:36]=[CH:35][CH:34]=1)[CH2:31][OH:32]. The catalyst is C1(Cl)C=CC=CC=1.[Cl-].[Zn+2].[Cl-]. The product is [F:23][C:20]1[CH:21]=[CH:22][C:17]([C:15]2[O:16][C:12]3[CH:11]=[CH:10][C:9]([C:5]4[CH:6]=[CH:7][CH:8]=[C:3]([C:1]5[O:32][CH2:31][C@H:30]([C:33]6[CH:38]=[CH:37][CH:36]=[CH:35][CH:34]=6)[N:2]=5)[CH:4]=4)=[CH:28][C:13]=3[C:14]=2[C:24]([NH:26][CH3:27])=[O:25])=[CH:18][CH:19]=1. The yield is 0.230.